This data is from Forward reaction prediction with 1.9M reactions from USPTO patents (1976-2016). The task is: Predict the product of the given reaction. (1) Given the reactants Br[C:2]1[CH:3]=[C:4]2[C:9](=[CH:10][CH:11]=1)[C:8]([N:12]1[CH2:17][CH2:16][N:15]([CH3:18])[CH2:14][CH2:13]1)=[N:7][N:6]=[CH:5]2.[CH:19]1([NH:22][C:23](=[O:40])[C:24]2[CH:29]=[CH:28][C:27]([CH3:30])=[C:26](B3OC(C)(C)C(C)(C)O3)[CH:25]=2)[CH2:21][CH2:20]1.C(=O)([O-])[O-].[K+].[K+], predict the reaction product. The product is: [CH:19]1([NH:22][C:23](=[O:40])[C:24]2[CH:29]=[CH:28][C:27]([CH3:30])=[C:26]([C:2]3[CH:3]=[C:4]4[C:9](=[CH:10][CH:11]=3)[C:8]([N:12]3[CH2:17][CH2:16][N:15]([CH3:18])[CH2:14][CH2:13]3)=[N:7][N:6]=[CH:5]4)[CH:25]=2)[CH2:20][CH2:21]1. (2) The product is: [Br:22][C:23]1[CH:24]=[N:25][C:26]([C:9]2[CH:10]=[CH:11][C:4]([CH2:3][CH:2]([CH3:1])[CH3:21])=[C:5]([CH:8]=2)[C:6]#[N:7])=[N:27][CH:28]=1. Given the reactants [CH3:1][CH:2]([CH3:21])[CH2:3][C:4]1[CH:11]=[CH:10][C:9](B2OC(C)(C)C(C)(C)O2)=[CH:8][C:5]=1[C:6]#[N:7].[Br:22][C:23]1[CH:24]=[N:25][C:26](I)=[N:27][CH:28]=1.C([O-])([O-])=O.[Na+].[Na+], predict the reaction product.